This data is from Full USPTO retrosynthesis dataset with 1.9M reactions from patents (1976-2016). The task is: Predict the reactants needed to synthesize the given product. (1) Given the product [CH2:13]([NH:20][C:10]([C:8]1[CH:7]=[CH:6][C:5]2[NH:1][CH:2]=[N:3][C:4]=2[CH:9]=1)=[O:12])[C:14]1[CH:19]=[CH:18][CH:17]=[CH:16][CH:15]=1, predict the reactants needed to synthesize it. The reactants are: [N:1]1[C:5]2[CH:6]=[CH:7][C:8]([C:10]([OH:12])=O)=[CH:9][C:4]=2[NH:3][CH:2]=1.[CH2:13]([NH2:20])[C:14]1[CH:19]=[CH:18][CH:17]=[CH:16][CH:15]=1. (2) Given the product [CH2:31]([C:39]1[CH:40]=[CH:41][C:42]([C:2]2[CH:30]=[CH:29][C:5]3[C:6]4[C:20]5[S:21][C:22]6[CH:27]=[C:26]([C:42]7[CH:41]=[CH:40][C:39]([CH2:31][CH2:32][CH2:33][CH2:34][CH2:35][CH2:36][CH2:37][CH3:38])=[CH:44][C:43]=7[C:45]7[CH:46]=[CH:47][CH:48]=[CH:49][CH:50]=7)[CH:25]=[CH:24][C:23]=6[C:19]=5[C:10]5[S:11][C:12]6[CH:17]=[C:16]([C:42]7[CH:41]=[CH:40][C:39]([CH2:31][CH2:32][CH2:33][CH2:34][CH2:35][CH2:36][CH2:37][CH3:38])=[CH:44][C:43]=7[C:45]7[CH:50]=[CH:49][CH:48]=[CH:47][CH:46]=7)[CH:15]=[CH:14][C:13]=6[C:9]=5[C:7]=4[S:8][C:4]=3[CH:3]=2)=[C:43]([C:45]2[CH:50]=[CH:49][CH:48]=[CH:47][CH:46]=2)[CH:44]=1)[CH2:32][CH2:33][CH2:34][CH2:35][CH2:36][CH2:37][CH3:38], predict the reactants needed to synthesize it. The reactants are: Br[C:2]1[CH:30]=[CH:29][C:5]2[C:6]3[C:20]4[S:21][C:22]5[CH:27]=[C:26](Br)[CH:25]=[CH:24][C:23]=5[C:19]=4[C:10]4[S:11][C:12]5[CH:17]=[C:16](Br)[CH:15]=[CH:14][C:13]=5[C:9]=4[C:7]=3[S:8][C:4]=2[CH:3]=1.[CH2:31]([C:39]1[CH:40]=[CH:41][C:42](B(O)O)=[C:43]([C:45]2[CH:50]=[CH:49][CH:48]=[CH:47][CH:46]=2)[CH:44]=1)[CH2:32][CH2:33][CH2:34][CH2:35][CH2:36][CH2:37][CH3:38].